From a dataset of Reaction yield outcomes from USPTO patents with 853,638 reactions. Predict the reaction yield, written as a fraction of the theoretical maximum amount of product (1.0 means a 100% yield; for example, 0.34 means a 34% yield). (1) The yield is 0.386. The product is [CH3:12][O:11][C:6]1[N:7]=[CH:8][CH:9]=[C:10]2[C:2]([C:15]3[CH:16]=[CH:17][CH:18]=[CH:19][C:14]=3[O:13][C:20]3[CH:21]=[CH:22][CH:23]=[CH:24][CH:25]=3)=[CH:3][NH:4][C:5]=12. The catalyst is C1C=CC([P]([Pd]([P](C2C=CC=CC=2)(C2C=CC=CC=2)C2C=CC=CC=2)([P](C2C=CC=CC=2)(C2C=CC=CC=2)C2C=CC=CC=2)[P](C2C=CC=CC=2)(C2C=CC=CC=2)C2C=CC=CC=2)(C2C=CC=CC=2)C2C=CC=CC=2)=CC=1.CO. The reactants are I[C:2]1[C:10]2[C:5](=[C:6]([O:11][CH3:12])[N:7]=[CH:8][CH:9]=2)[NH:4][CH:3]=1.[O:13]([C:20]1[CH:25]=[CH:24][CH:23]=[CH:22][C:21]=1B(O)O)[C:14]1[CH:19]=[CH:18][CH:17]=[CH:16][CH:15]=1.[F-].[Cs+]. (2) The reactants are [CH3:1][C:2]1[O:6][N:5]=[C:4]([C:7]2[CH:12]=[CH:11][CH:10]=[CH:9][CH:8]=2)[C:3]=1NC.Cl[C:16]1[CH:25]=[CH:24][C:19]([C:20]([O:22][CH3:23])=[O:21])=[CH:18][N:17]=1.[CH:26]([N:29](CC)C(C)C)(C)C.CS(C)=O. The catalyst is C(OCC)(=O)C. The product is [CH3:23][O:22][C:20](=[O:21])[C:19]1[CH:24]=[CH:25][C:16]([NH:29][CH2:26][C:3]2[C:4]([C:7]3[CH:8]=[CH:9][CH:10]=[CH:11][CH:12]=3)=[N:5][O:6][C:2]=2[CH3:1])=[N:17][CH:18]=1. The yield is 0.460.